Dataset: Reaction yield outcomes from USPTO patents with 853,638 reactions. Task: Predict the reaction yield, written as a fraction of the theoretical maximum amount of product (1.0 means a 100% yield; for example, 0.34 means a 34% yield). (1) The reactants are O=[C:2]1[CH:7]=[C:6]([C:8]([O:10]C)=[O:9])[CH:5]=[CH:4][N:3]1[C:12]1[CH:17]=[CH:16][CH:15]=[CH:14][CH:13]=1.[OH-].[Li+]. No catalyst specified. The product is [CH3:2][C:7]1[N:3]([C:12]2[CH:13]=[CH:14][CH:15]=[CH:16][CH:17]=2)[C:4]2[C:5]([C:6]=1[C:8]([OH:10])=[O:9])=[CH:7][CH:6]=[CH:5][CH:4]=2. The yield is 0.440. (2) The reactants are [F:1][C:2]([F:29])([F:28])[C:3]1[CH:4]=[C:5]([CH:25]=[CH:26][CH:27]=1)[CH2:6][NH:7][C:8](=[O:24])[C:9]1[CH:14]=[CH:13][N:12]=[C:11]([C:15]2[CH:20]=[CH:19][CH:18]=[CH:17][C:16]=2[N+:21]([O-])=O)[CH:10]=1.C(O)(=O)C. The catalyst is C(O)C.O.[Fe]. The product is [F:28][C:2]([F:1])([F:29])[C:3]1[CH:4]=[C:5]([CH:25]=[CH:26][CH:27]=1)[CH2:6][NH:7][C:8](=[O:24])[C:9]1[CH:14]=[CH:13][N:12]=[C:11]([C:15]2[CH:20]=[CH:19][CH:18]=[CH:17][C:16]=2[NH2:21])[CH:10]=1. The yield is 0.800. (3) The reactants are Br[CH2:2][C:3]1[CH:12]=[CH:11][C:6]([C:7]([O:9][CH3:10])=[O:8])=[CH:5][CH:4]=1.[CH:13]([NH2:16])([CH3:15])[CH3:14]. No catalyst specified. The product is [CH:13]([NH:16][CH2:2][C:3]1[CH:12]=[CH:11][C:6]([C:7]([O:9][CH3:10])=[O:8])=[CH:5][CH:4]=1)([CH3:15])[CH3:14]. The yield is 0.890. (4) The reactants are [Cl:1][C:2]1[C:11]2[C:6](=[CH:7][CH:8]=[C:9]([O:12]C)[CH:10]=2)[N:5]=[C:4]([N:14]2[CH2:20][CH2:19][CH2:18][C:17]3[CH:21]=[CH:22][CH:23]=[CH:24][C:16]=3[CH2:15]2)[CH:3]=1.B(Br)(Br)Br. The catalyst is ClCCl. The product is [Cl:1][C:2]1[C:11]2[C:6](=[CH:7][CH:8]=[C:9]([OH:12])[CH:10]=2)[N:5]=[C:4]([N:14]2[CH2:20][CH2:19][CH2:18][C:17]3[CH:21]=[CH:22][CH:23]=[CH:24][C:16]=3[CH2:15]2)[CH:3]=1. The yield is 0.650. (5) The reactants are O.[OH-].[Li+].[C:4]([O:8][C:9](=[O:34])[CH2:10][N:11]1[C:19]2[C:14](=[CH:15][CH:16]=[CH:17][CH:18]=2)[C:13]([CH2:20][C@H:21]([NH:26][C:27]([O:29][C:30]([CH3:33])([CH3:32])[CH3:31])=[O:28])[C:22]([O:24]C)=[O:23])=[CH:12]1)([CH3:7])([CH3:6])[CH3:5].Cl. The catalyst is O1CCOCC1.O. The product is [C:4]([O:8][C:9](=[O:34])[CH2:10][N:11]1[C:19]2[C:14](=[CH:15][CH:16]=[CH:17][CH:18]=2)[C:13]([CH2:20][C@H:21]([NH:26][C:27]([O:29][C:30]([CH3:33])([CH3:32])[CH3:31])=[O:28])[C:22]([OH:24])=[O:23])=[CH:12]1)([CH3:6])([CH3:7])[CH3:5]. The yield is 0.780. (6) The reactants are [CH2:1]([O:3][C:4]([CH2:6][O:7][C:8]1[C:9]([C:14]([NH2:16])=O)=[N:10][CH:11]=[CH:12][CH:13]=1)=[O:5])[CH3:2].C(N(CC)CC)C.FC(F)(F)C(OC(=O)C(F)(F)F)=O.O. The catalyst is C(Cl)Cl. The product is [C:14]([C:9]1[C:8]([O:7][CH2:6][C:4]([O:3][CH2:1][CH3:2])=[O:5])=[CH:13][CH:12]=[CH:11][N:10]=1)#[N:16]. The yield is 0.870. (7) The reactants are Cl[C:2]1[CH:7]=[CH:6][N:5]=[CH:4][C:3]=1[N+:8]([O-:10])=[O:9].CC1(C)C(C)(C)OB([C:19]2[CH2:20][CH2:21][N:22]([C:25]([O:27][C:28]([CH3:31])([CH3:30])[CH3:29])=[O:26])[CH2:23][CH:24]=2)O1.C([O-])([O-])=O.[Na+].[Na+]. The catalyst is COCCOC.Cl[Pd](Cl)([P](C1C=CC=CC=1)(C1C=CC=CC=1)C1C=CC=CC=1)[P](C1C=CC=CC=1)(C1C=CC=CC=1)C1C=CC=CC=1. The product is [N+:8]([C:3]1[CH:4]=[N:5][CH:6]=[CH:7][C:2]=1[C:19]1[CH2:24][CH2:23][N:22]([C:25]([O:27][C:28]([CH3:31])([CH3:30])[CH3:29])=[O:26])[CH2:21][CH:20]=1)([O-:10])=[O:9]. The yield is 0.460.